Task: Regression. Given two drug SMILES strings and cell line genomic features, predict the synergy score measuring deviation from expected non-interaction effect.. Dataset: NCI-60 drug combinations with 297,098 pairs across 59 cell lines (1) Drug 1: COC1=CC(=CC(=C1O)OC)C2C3C(COC3=O)C(C4=CC5=C(C=C24)OCO5)OC6C(C(C7C(O6)COC(O7)C8=CC=CS8)O)O. Drug 2: CC1CCC2CC(C(=CC=CC=CC(CC(C(=O)C(C(C(=CC(C(=O)CC(OC(=O)C3CCCCN3C(=O)C(=O)C1(O2)O)C(C)CC4CCC(C(C4)OC)OCCO)C)C)O)OC)C)C)C)OC. Cell line: RPMI-8226. Synergy scores: CSS=57.5, Synergy_ZIP=0.0126, Synergy_Bliss=2.30, Synergy_Loewe=4.62, Synergy_HSA=7.41. (2) Drug 1: C1=CC(=CC=C1CCCC(=O)O)N(CCCl)CCCl. Drug 2: CC1=C2C(C(=O)C3(C(CC4C(C3C(C(C2(C)C)(CC1OC(=O)C(C(C5=CC=CC=C5)NC(=O)C6=CC=CC=C6)O)O)OC(=O)C7=CC=CC=C7)(CO4)OC(=O)C)O)C)OC(=O)C. Cell line: OVCAR3. Synergy scores: CSS=24.4, Synergy_ZIP=-9.01, Synergy_Bliss=-7.29, Synergy_Loewe=-28.6, Synergy_HSA=-5.24.